The task is: Predict the reactants needed to synthesize the given product.. This data is from Full USPTO retrosynthesis dataset with 1.9M reactions from patents (1976-2016). (1) Given the product [C:1]([C:5]1[CH:9]=[C:8]([CH2:10][NH:11][C:26](=[O:27])[O:28][C:29]2[CH:34]=[CH:33][CH:32]=[CH:31][CH:30]=2)[N:7]([C:12]2[CH:17]=[CH:16][CH:15]=[C:14]([Cl:18])[CH:13]=2)[N:6]=1)([CH3:4])([CH3:2])[CH3:3], predict the reactants needed to synthesize it. The reactants are: [C:1]([C:5]1[CH:9]=[C:8]([CH2:10][NH2:11])[N:7]([C:12]2[CH:17]=[CH:16][CH:15]=[C:14]([Cl:18])[CH:13]=2)[N:6]=1)([CH3:4])([CH3:3])[CH3:2].C(=O)([O-])[O-].[K+].[K+].Cl[C:26]([O:28][C:29]1[CH:34]=[CH:33][CH:32]=[CH:31][CH:30]=1)=[O:27].C(OCC)(=O)C.CCCCCC. (2) Given the product [NH2:1][C:3]1([C:14]2[C:15]([O:20][CH2:21][CH3:22])=[N:16][CH:17]=[CH:18][CH:19]=2)[C:11]2[C:6](=[CH:7][CH:8]=[C:9]([Cl:12])[CH:10]=2)[NH:5][C:4]1=[O:13], predict the reactants needed to synthesize it. The reactants are: [NH3:1].Cl[C:3]1([C:14]2[C:15]([O:20][CH2:21][CH3:22])=[N:16][CH:17]=[CH:18][CH:19]=2)[C:11]2[C:6](=[CH:7][CH:8]=[C:9]([Cl:12])[CH:10]=2)[NH:5][C:4]1=[O:13].O. (3) Given the product [CH3:33][N:28]1[C:27](=[O:34])[C:26]2[N:25]=[C:15]([C:11]3[C:10]([NH:9][C:7]([C:5]4[O:6][C:2]([CH3:1])=[C:3]([CH2:18][N:19]5[CH2:24][CH2:23][O:22][CH2:21][CH2:20]5)[CH:4]=4)=[O:8])=[CH:14][NH:13][N:12]=3)[NH:32][C:31]=2[CH:30]=[N:29]1, predict the reactants needed to synthesize it. The reactants are: [CH3:1][C:2]1[O:6][C:5]([C:7]([NH:9][C:10]2[C:11]([C:15](O)=O)=[N:12][NH:13][CH:14]=2)=[O:8])=[CH:4][C:3]=1[CH2:18][N:19]1[CH2:24][CH2:23][O:22][CH2:21][CH2:20]1.[NH2:25][C:26]1[C:27](=[O:34])[N:28]([CH3:33])[N:29]=[CH:30][C:31]=1[NH2:32].C(Cl)CCl.C1C=NC2N(O)N=NC=2C=1.